Dataset: Forward reaction prediction with 1.9M reactions from USPTO patents (1976-2016). Task: Predict the product of the given reaction. (1) Given the reactants [CH3:1][C@H:2]1[C:3](=[O:29])[NH:4][C:5]2[CH:6]=[CH:7][CH:8]=[N:9][C:10]=2[C:11]2[CH:12]=[CH:13][N:14]=[C:15]([CH:28]=2)[C@@H:16]([NH:20][C:21](=[O:27])[O:22][C:23]([CH3:26])([CH3:25])[CH3:24])[CH2:17][CH:18]=[CH:19]1, predict the reaction product. The product is: [CH3:1][C@@H:2]1[CH2:19][CH2:18][CH2:17][C@H:16]([NH:20][C:21](=[O:27])[O:22][C:23]([CH3:24])([CH3:25])[CH3:26])[C:15]2[CH:28]=[C:11]([CH:12]=[CH:13][N:14]=2)[C:10]2[N:9]=[CH:8][CH:7]=[CH:6][C:5]=2[NH:4][C:3]1=[O:29]. (2) Given the reactants [F:1][C:2]1[CH:10]=[CH:9][C:5]([C:6](Cl)=[O:7])=[CH:4][CH:3]=1.Cl.[F:12][C:13]1[CH:14]=[C:15]([C:19]2[N:23]=[C:22]([CH:24]3[CH2:29][CH2:28][CH2:27][NH:26][CH2:25]3)[O:21][N:20]=2)[CH:16]=[CH:17][CH:18]=1, predict the reaction product. The product is: [F:1][C:2]1[CH:10]=[CH:9][C:5]([C:6]([N:26]2[CH2:27][CH2:28][CH2:29][CH:24]([C:22]3[O:21][N:20]=[C:19]([C:15]4[CH:16]=[CH:17][CH:18]=[C:13]([F:12])[CH:14]=4)[N:23]=3)[CH2:25]2)=[O:7])=[CH:4][CH:3]=1. (3) Given the reactants [Cl:1][C:2]1[N:6]([CH3:7])[CH:5]=[N:4][C:3]=1[CH:8]=[O:9].[BH4-].[Na+].O, predict the reaction product. The product is: [Cl:1][C:2]1[N:6]([CH3:7])[CH:5]=[N:4][C:3]=1[CH2:8][OH:9]. (4) Given the reactants [CH3:1][O:2][C:3]1[CH:8]=[CH:7][C:6]([C:9](=[O:29])[CH:10]([C:21]2[CH:26]=[CH:25][C:24]([O:27][CH3:28])=[CH:23][CH:22]=2)[C:11]([C:13]2[CH:18]=[CH:17][C:16]([O:19][CH3:20])=[CH:15][CH:14]=2)=O)=[CH:5][CH:4]=1.Cl.NO.[N:33]1C=CC=CC=1, predict the reaction product. The product is: [CH3:28][O:27][C:24]1[CH:25]=[CH:26][C:21]([C:10]2[C:11]([C:13]3[CH:18]=[CH:17][C:16]([O:19][CH3:20])=[CH:15][CH:14]=3)=[N:33][O:29][C:9]=2[C:6]2[CH:7]=[CH:8][C:3]([O:2][CH3:1])=[CH:4][CH:5]=2)=[CH:22][CH:23]=1. (5) Given the reactants [Cl:1][C:2]1[CH:3]=[C:4]([N:9]([CH:13]2[CH2:18][C:17]3([C:26]4[C:21](=[CH:22][C:23](Br)=[CH:24][CH:25]=4)[NH:20][CH2:19]3)[CH2:16][CH2:15][N:14]2[C:28]([O:30][CH2:31][C:32]2[CH:37]=[CH:36][CH:35]=[CH:34][CH:33]=2)=[O:29])[C:10]([NH2:12])=[O:11])[CH:5]=[CH:6][C:7]=1[F:8].[C:38]([C:40]1[CH:41]=[C:42](B(O)O)[CH:43]=[CH:44][CH:45]=1)#[N:39].C([O-])([O-])=O.[Na+].[Na+].CCO, predict the reaction product. The product is: [Cl:1][C:2]1[CH:3]=[C:4]([N:9]([CH:13]2[CH2:18][C:17]3([C:26]4[C:21](=[CH:22][C:23]([C:44]5[CH:43]=[CH:42][CH:41]=[C:40]([C:38]#[N:39])[CH:45]=5)=[CH:24][CH:25]=4)[NH:20][CH2:19]3)[CH2:16][CH2:15][N:14]2[C:28]([O:30][CH2:31][C:32]2[CH:37]=[CH:36][CH:35]=[CH:34][CH:33]=2)=[O:29])[C:10]([NH2:12])=[O:11])[CH:5]=[CH:6][C:7]=1[F:8]. (6) Given the reactants [N:1]([CH2:4][CH2:5][C:6]1[N:7]([CH:27]([C:34]2[CH:39]=[CH:38][CH:37]=[CH:36][CH:35]=2)[C:28]2[CH:33]=[CH:32][CH:31]=[CH:30][CH:29]=2)[C:8]2[C:13]([C:14]=1[CH2:15][CH2:16][O:17][C:18]1[CH:25]=[CH:24][C:21]([CH:22]=O)=[CH:20][CH:19]=1)=[CH:12][C:11]([Cl:26])=[CH:10][CH:9]=2)=[N+:2]=[N-:3].[S:40]1[CH2:44][C:43](=[O:45])[NH:42][C:41]1=[O:46].N1CCCCC1, predict the reaction product. The product is: [N:1]([CH2:4][CH2:5][C:6]1[N:7]([CH:27]([C:28]2[CH:29]=[CH:30][CH:31]=[CH:32][CH:33]=2)[C:34]2[CH:35]=[CH:36][CH:37]=[CH:38][CH:39]=2)[C:8]2[C:13]([C:14]=1[CH2:15][CH2:16][O:17][C:18]1[CH:25]=[CH:24][C:21]([CH:22]=[C:44]3[S:40][C:41](=[O:46])[NH:42][C:43]3=[O:45])=[CH:20][CH:19]=1)=[CH:12][C:11]([Cl:26])=[CH:10][CH:9]=2)=[N+:2]=[N-:3].